This data is from Reaction yield outcomes from USPTO patents with 853,638 reactions. The task is: Predict the reaction yield, written as a fraction of the theoretical maximum amount of product (1.0 means a 100% yield; for example, 0.34 means a 34% yield). (1) The catalyst is CO.O. The reactants are C([O:3][C:4](=O)[C@H:5]([O:7][C:8]1[CH:31]=[CH:30][C:11]2[C:12]3[N:16]([CH2:17][CH2:18][O:19][C:10]=2[CH:9]=1)[CH:15]=[C:14]([C:20]1[N:21]([CH2:25][C:26]([F:29])([F:28])[F:27])[N:22]=[CH:23][N:24]=1)[N:13]=3)[CH3:6])C.O.[OH-].[Li+].Cl.C[N:38](C(ON1N=NC2C=CC=NC1=2)=[N+](C)C)C.F[P-](F)(F)(F)(F)F.[Cl-].[NH4+].C(N(CC)CC)C. The yield is 0.400. The product is [F:27][C:26]([F:29])([F:28])[CH2:25][N:21]1[C:20]([C:14]2[N:13]=[C:12]3[C:11]4[CH:30]=[CH:31][C:8]([O:7][C@H:5]([CH3:6])[C:4]([NH2:38])=[O:3])=[CH:9][C:10]=4[O:19][CH2:18][CH2:17][N:16]3[CH:15]=2)=[N:24][CH:23]=[N:22]1. (2) The catalyst is CCCCCC. The product is [Br:1][C:2]1[C:6]([Br:23])=[C:5]([N:7]2[CH2:12][CH2:11][O:10][CH2:9][CH2:8]2)[S:4][C:3]=1[C:13]([O:15][CH2:16][CH3:17])=[O:14]. The reactants are [Br:1][C:2]1[CH:6]=[C:5]([N:7]2[CH2:12][CH2:11][O:10][CH2:9][CH2:8]2)[S:4][C:3]=1[C:13]([O:15][CH2:16][CH3:17])=[O:14].CN(C=O)C.[Br:23]N1C(=O)CCC1=O.CCOC(C)=O. The yield is 0.690. (3) The reactants are Cl.[CH3:2][N:3]([C:21]1[CH:26]=[CH:25][CH:24]=[CH:23][CH:22]=1)[C:4]1[N:9]=[C:8]([NH2:10])[N:7]=[C:6]([C:11]2[N:15]=[C:14]([C@@H:16]3[CH2:20][CH2:19][CH2:18][NH:17]3)[O:13][N:12]=2)[N:5]=1.C([O-])(=O)C.[Na+].[F:32][C:33]([F:38])([F:37])[CH2:34][CH:35]=O.C(O[BH-](OC(=O)C)OC(=O)C)(=O)C.[Na+]. The catalyst is ClCCCl.C(Cl)Cl. The product is [CH3:2][N:3]([C:21]1[CH:26]=[CH:25][CH:24]=[CH:23][CH:22]=1)[C:4]1[N:9]=[C:8]([NH2:10])[N:7]=[C:6]([C:11]2[N:15]=[C:14]([C@@H:16]3[CH2:20][CH2:19][CH2:18][N:17]3[CH2:35][CH2:34][C:33]([F:38])([F:37])[F:32])[O:13][N:12]=2)[N:5]=1. The yield is 0.190. (4) The reactants are [OH:1][C:2]1[CH:7]=[CH:6][C:5]([CH:8]2[CH2:13][CH2:12][C:11](=[CH:14][C:15]([O:17][CH3:18])=[O:16])[CH2:10][CH2:9]2)=[CH:4][CH:3]=1. The catalyst is [Pd].C1COCC1. The product is [OH:1][C:2]1[CH:3]=[CH:4][C:5]([C@H:8]2[CH2:9][CH2:10][C@H:11]([CH2:14][C:15]([O:17][CH3:18])=[O:16])[CH2:12][CH2:13]2)=[CH:6][CH:7]=1. The yield is 0.420. (5) The reactants are [Br:1][C:2]1[CH:7]=[C:6]([CH3:8])[C:5]([NH2:9])=[C:4]([I:10])[CH:3]=1.[N:11]([O-])=O.[Na+]. The catalyst is C(O)(=O)C.O. The product is [Br:1][C:2]1[CH:7]=[C:6]2[C:5](=[C:4]([I:10])[CH:3]=1)[NH:9][N:11]=[CH:8]2. The yield is 0.950. (6) The reactants are [C:1](Cl)(=[O:3])[CH3:2].[C:5]([O:9][C:10]([N:12]1[CH2:17][CH2:16][C:15]2([C:25]3[C:20](=[CH:21][CH:22]=[C:23]([Cl:26])[CH:24]=3)[NH:19][CH2:18]2)[CH2:14][CH2:13]1)=[O:11])([CH3:8])([CH3:7])[CH3:6].C(N(CC)CC)C. The catalyst is ClCCl. The product is [C:5]([O:9][C:10]([N:12]1[CH2:13][CH2:14][C:15]2([C:25]3[C:20](=[CH:21][CH:22]=[C:23]([Cl:26])[CH:24]=3)[N:19]([C:1](=[O:3])[CH3:2])[CH2:18]2)[CH2:16][CH2:17]1)=[O:11])([CH3:8])([CH3:6])[CH3:7]. The yield is 0.870. (7) The reactants are Br[C:2]1[CH:7]=[CH:6][C:5]([F:8])=[CH:4][C:3]=1[CH3:9].[C:10]([Cu])#[N:11]. The catalyst is CN(C=O)C.O. The product is [F:8][C:5]1[CH:6]=[CH:7][C:2]([C:10]#[N:11])=[C:3]([CH3:9])[CH:4]=1. The yield is 0.600. (8) The reactants are [CH2:1]([O:3][C:4]([C:6]1[S:10][C:9](Br)=[N:8][C:7]=1[C:12]([F:15])([F:14])[F:13])=[O:5])[CH3:2].[CH2:16]([Sn](CCCC)(CCCC)C=C)[CH2:17]CC.C(C1C=C(C)C=C(C(C)(C)C)C=1O)(C)(C)C.C(OCC)(=O)C. The catalyst is C1(C)C=CC=CC=1.C1C=CC([P]([Pd]([P](C2C=CC=CC=2)(C2C=CC=CC=2)C2C=CC=CC=2)([P](C2C=CC=CC=2)(C2C=CC=CC=2)C2C=CC=CC=2)[P](C2C=CC=CC=2)(C2C=CC=CC=2)C2C=CC=CC=2)(C2C=CC=CC=2)C2C=CC=CC=2)=CC=1. The product is [CH2:1]([O:3][C:4]([C:6]1[S:10][C:9]([CH:16]=[CH2:17])=[N:8][C:7]=1[C:12]([F:15])([F:14])[F:13])=[O:5])[CH3:2]. The yield is 0.760. (9) The reactants are [C:1]([N:4]1[CH2:10][C:9]2[CH:11]=[C:12]([O:16][CH3:17])[C:13]([NH2:15])=[CH:14][C:8]=2[NH:7][C:6](=[O:18])[CH2:5]1)(=[O:3])[CH3:2].Cl[C:20]1[N:25]=[C:24]([NH:26][C@@H:27]2[CH2:32][CH2:31][CH2:30][CH2:29][C@H:28]2[NH:33][S:34]([CH3:37])(=[O:36])=[O:35])[C:23]([Cl:38])=[CH:22][N:21]=1. The catalyst is CO.C(Cl)Cl. The product is [C:1]([N:4]1[CH2:10][C:9]2[CH:11]=[C:12]([O:16][CH3:17])[C:13]([NH:15][C:20]3[N:25]=[C:24]([NH:26][C@@H:27]4[CH2:32][CH2:31][CH2:30][CH2:29][C@H:28]4[NH:33][S:34]([CH3:37])(=[O:35])=[O:36])[C:23]([Cl:38])=[CH:22][N:21]=3)=[CH:14][C:8]=2[NH:7][C:6](=[O:18])[CH2:5]1)(=[O:3])[CH3:2]. The yield is 0.100.